From a dataset of Reaction yield outcomes from USPTO patents with 853,638 reactions. Predict the reaction yield, written as a fraction of the theoretical maximum amount of product (1.0 means a 100% yield; for example, 0.34 means a 34% yield). (1) The reactants are [CH2:1]([O:3][CH:4]([O:19][CH2:20][CH3:21])[C@@H:5]([NH:7][CH2:8][C:9]1[CH:18]=[CH:17][CH:16]=[C:15]2[C:10]=1[CH:11]=[CH:12][N:13]=[CH:14]2)[CH3:6])[CH3:2].[CH:22]1[C:34]2[CH:33]([CH2:35][O:36][C:37]([NH:39][C@@H:40]([CH2:44][C:45]3[CH:50]=[CH:49][C:48]([O:51][C:52]([CH3:55])([CH3:54])[CH3:53])=[CH:47][CH:46]=3)[C:41](O)=[O:42])=[O:38])[C:32]3[C:27](=[CH:28][CH:29]=[CH:30][CH:31]=3)[C:26]=2[CH:25]=[CH:24][CH:23]=1. No catalyst specified. The yield is 0.760. The product is [C:52]([O:51][C:48]1[CH:47]=[CH:46][C:45]([CH2:44][C@H:40]([NH:39][C:37](=[O:38])[O:36][CH2:35][CH:33]2[C:34]3[CH:22]=[CH:23][CH:24]=[CH:25][C:26]=3[C:27]3[C:32]2=[CH:31][CH:30]=[CH:29][CH:28]=3)[C:41]([N:7]([C@@H:5]([CH3:6])[CH:4]([O:19][CH2:20][CH3:21])[O:3][CH2:1][CH3:2])[CH2:8][C:9]2[CH:18]=[CH:17][CH:16]=[C:15]3[C:10]=2[CH:11]=[CH:12][N:13]=[CH:14]3)=[O:42])=[CH:50][CH:49]=1)([CH3:55])([CH3:53])[CH3:54]. (2) The reactants are [NH:1]1[C:9]2[C:4](=[CH:5][C:6](B(O)O)=[CH:7][CH:8]=2)[CH:3]=[CH:2]1.Br[C:14]1[CH:15]=[N:16][CH:17]=[N:18][CH:19]=1.C(=O)(O)[O-].[Na+].COCCOC. The catalyst is ClCCl.[Pd].C1(P(C2C=CC=CC=2)C2C=CC=CC=2)C=CC=CC=1.C1(P(C2C=CC=CC=2)C2C=CC=CC=2)C=CC=CC=1.C1(P(C2C=CC=CC=2)C2C=CC=CC=2)C=CC=CC=1.C1(P(C2C=CC=CC=2)C2C=CC=CC=2)C=CC=CC=1.O. The product is [N:16]1[CH:15]=[C:14]([C:6]2[CH:5]=[C:4]3[C:9](=[CH:8][CH:7]=2)[NH:1][CH:2]=[CH:3]3)[CH:19]=[N:18][CH:17]=1. The yield is 0.800. (3) The reactants are [CH2:1]([O:3][CH:4]([O:13][CH2:14][CH3:15])[C:5]1[CH:6]=[C:7]([CH:10]=[CH:11][CH:12]=1)[CH:8]=O)[CH3:2].S([O-])([O-])(=O)=O.[Na+].[Na+].[NH2:23][C:24]1[CH:32]=[CH:31][CH:30]=[C:29]2[C:25]=1[CH2:26][O:27][C:28]2=[O:33]. The catalyst is ClCCl. The product is [CH2:1]([O:3][CH:4]([O:13][CH2:14][CH3:15])[C:5]1[CH:6]=[C:7]([CH:10]=[CH:11][CH:12]=1)/[CH:8]=[N:23]/[C:24]1[CH:32]=[CH:31][CH:30]=[C:29]2[C:25]=1[CH2:26][O:27][C:28]2=[O:33])[CH3:2]. The yield is 0.610. (4) The reactants are [CH2:1]([O:5][C:6]1[CH:11]=[CH:10][C:9]([C:12]2([CH3:22])[NH:17][C:16](=[O:18])[C:15]([C:19]#[N:20])=[C:14](O)[CH2:13]2)=[CH:8][CH:7]=1)[CH2:2][CH2:3][CH3:4].O=P(Cl)(Cl)[Cl:25].CCN(C(C)C)C(C)C. The catalyst is C(Cl)CCl. The product is [CH2:1]([O:5][C:6]1[CH:11]=[CH:10][C:9]([C:12]2([CH3:22])[NH:17][C:16](=[O:18])[C:15]([C:19]#[N:20])=[C:14]([Cl:25])[CH2:13]2)=[CH:8][CH:7]=1)[CH2:2][CH2:3][CH3:4]. The yield is 0.740. (5) The yield is 0.980. The reactants are C1(C)C=CC=CC=1.[CH2:8]([C@H:11]1[CH2:16][CH2:15][C@H:14]([C:17]([OH:19])=O)[CH2:13][CH2:12]1)[CH2:9][CH3:10].S(Cl)([Cl:22])=O. The catalyst is N1C=CC=CC=1. The product is [CH2:8]([C@H:11]1[CH2:16][CH2:15][C@H:14]([C:17]([Cl:22])=[O:19])[CH2:13][CH2:12]1)[CH2:9][CH3:10]. (6) The reactants are C([N-]C(C)C)(C)C.[Li+].[CH2:9]([O:11][C:12](=[O:23])[CH2:13][C:14]1[CH:19]=[CH:18][C:17]([N+:20]([O-:22])=[O:21])=[CH:16][CH:15]=1)[CH3:10].I[CH2:25][CH:26]1[CH2:30][CH2:29][CH2:28][CH2:27]1. The catalyst is O1CCCC1.CN(C)P(N(C)C)(N(C)C)=O.CN(C)P(N(C)C)(N(C)C)=O. The product is [CH2:9]([O:11][C:12](=[O:23])[CH:13]([C:14]1[CH:19]=[CH:18][C:17]([N+:20]([O-:22])=[O:21])=[CH:16][CH:15]=1)[CH2:25][CH:26]1[CH2:30][CH2:29][CH2:28][CH2:27]1)[CH3:10]. The yield is 0.772.